This data is from Reaction yield outcomes from USPTO patents with 853,638 reactions. The task is: Predict the reaction yield, written as a fraction of the theoretical maximum amount of product (1.0 means a 100% yield; for example, 0.34 means a 34% yield). The reactants are [CH2:1]([N:8]1[C:16]2[C:11](=[CH:12][C:13]3[O:20][C:19]([CH3:22])([CH3:21])[CH:18]=[CH:17][C:14]=3[CH:15]=2)[C:10](=O)[C:9]1=[O:24])[C:2]1[CH:7]=[CH:6][CH:5]=[CH:4][CH:3]=1.O. The catalyst is CN(C=O)C.O.NN. The product is [CH2:1]([N:8]1[C:16]2[C:11](=[CH:12][C:13]3[O:20][C:19]([CH3:21])([CH3:22])[CH:18]=[CH:17][C:14]=3[CH:15]=2)[CH2:10][C:9]1=[O:24])[C:2]1[CH:7]=[CH:6][CH:5]=[CH:4][CH:3]=1. The yield is 0.650.